This data is from Forward reaction prediction with 1.9M reactions from USPTO patents (1976-2016). The task is: Predict the product of the given reaction. (1) Given the reactants Br[C:2]1[N:3]([CH3:20])[N:4]=[C:5]2[C:10]=1[CH2:9][CH2:8][CH2:7][N:6]2[C:11]1[C:16]([CH3:17])=[CH:15][C:14]([CH3:18])=[CH:13][C:12]=1[Cl:19].N1C2C(=CC=C3C=2N=CC=C3)C=CC=1.C([Li])CCC.[C:40](=[O:42])=[O:41], predict the reaction product. The product is: [Cl:19][C:12]1[CH:13]=[C:14]([CH3:18])[CH:15]=[C:16]([CH3:17])[C:11]=1[N:6]1[CH2:7][CH2:8][CH2:9][C:10]2=[C:2]([C:40]([OH:42])=[O:41])[N:3]([CH3:20])[N:4]=[C:5]12. (2) The product is: [CH3:23][N:24]([CH3:26])[CH:25]=[CH:2][C:1]([C:4]1[N:12]2[C:7]([CH:8]=[CH:9][CH:10]=[CH:11]2)=[CH:6][C:5]=1[C:13]([O:15][CH2:16][CH3:17])=[O:14])=[O:3]. Given the reactants [C:1]([C:4]1[N:12]2[C:7]([CH:8]=[CH:9][CH:10]=[CH:11]2)=[CH:6][C:5]=1[C:13]([O:15][CH2:16][CH3:17])=[O:14])(=[O:3])[CH3:2].C(O[CH:23](N(C)C)[N:24]([CH3:26])[CH3:25])(C)(C)C, predict the reaction product. (3) Given the reactants Cl[C:2]1[CH:11]=[CH:10][C:9]2[C:4](=[CH:5][CH:6]=[C:7](Cl)[CH:8]=2)[N:3]=1.[CH3:13][C:14]1[O:18][C:17]([CH2:19][NH2:20])=[CH:16][CH:15]=1.[NH2:21][C:22]1[CH:23]=[N:24][CH:25]=[CH:26][CH:27]=1, predict the reaction product. The product is: [CH3:13][C:14]1[O:18][C:17]([CH2:19][NH:20][C:2]2[CH:11]=[CH:10][C:9]3[C:4](=[CH:5][CH:6]=[C:7]([NH:21][C:22]4[CH:23]=[N:24][CH:25]=[CH:26][CH:27]=4)[CH:8]=3)[N:3]=2)=[CH:16][CH:15]=1. (4) Given the reactants [C:1]([C:3]1[C:4]([C:17]([F:20])([F:19])[F:18])=[C:5]2[C:9](=[CH:10][CH:11]=1)[N:8]([CH2:12][C:13](=[NH:16])[NH:14][OH:15])[CH:7]=[CH:6]2)#[N:2].[Cl:21][C:22]1[CH:23]=[C:24]([CH:28]=[CH:29][CH:30]=1)[C:25](O)=O, predict the reaction product. The product is: [Cl:21][C:22]1[CH:23]=[C:24]([C:25]2[O:15][N:14]=[C:13]([CH2:12][N:8]3[C:9]4[C:5](=[C:4]([C:17]([F:19])([F:20])[F:18])[C:3]([C:1]#[N:2])=[CH:11][CH:10]=4)[CH:6]=[CH:7]3)[N:16]=2)[CH:28]=[CH:29][CH:30]=1. (5) Given the reactants [CH3:1][S:2]([N:5]1[CH2:10][CH2:9][CH2:8][CH:7]([NH:11][C:12]([C:14]2[C:22]3[C:17](=[N:18][CH:19]=[C:20]([CH:23]4[CH2:25][CH2:24]4)[N:21]=3)[N:16](COCC[Si](C)(C)C)[CH:15]=2)=[O:13])[CH2:6]1)(=[O:4])=[O:3].FC(F)(F)C(O)=O, predict the reaction product. The product is: [CH3:1][S:2]([N:5]1[CH2:10][CH2:9][CH2:8][CH:7]([NH:11][C:12]([C:14]2[C:22]3[C:17](=[N:18][CH:19]=[C:20]([CH:23]4[CH2:25][CH2:24]4)[N:21]=3)[NH:16][CH:15]=2)=[O:13])[CH2:6]1)(=[O:4])=[O:3]. (6) Given the reactants [N:1]1[C:5]2[CH:6]=[CH:7][CH:8]=[CH:9][C:4]=2[NH:3][C:2]=1[CH2:10][CH2:11][C:12]1[CH:13]=[C:14]([OH:18])[CH:15]=[CH:16][CH:17]=1.C([O-])([O-])=O.[K+].[K+].[CH2:25](I)[CH3:26].C(C1C2NC(CC)=NC=2C=CC=1)C, predict the reaction product. The product is: [N:1]1[C:5]2[CH:6]=[CH:7][CH:8]=[CH:9][C:4]=2[NH:3][C:2]=1[CH2:10][CH2:11][C:12]1[CH:17]=[CH:16][CH:15]=[C:14]([O:18][CH2:25][CH3:26])[CH:13]=1. (7) Given the reactants [Cl-].[CH2:2]([CH:9]1[C:15]2[CH:16]=[C:17]([O:20][CH2:21][CH2:22][NH3+:23])[CH:18]=[CH:19][C:14]=2[CH2:13][CH2:12][CH2:11][N:10]1[C:24]([O:26][CH2:27][CH3:28])=[O:25])[C:3]1[CH:8]=[CH:7][CH:6]=[CH:5][CH:4]=1.CN(C1C=CC=CN=1)C.[CH3:38][N:39]1[CH:43]=[C:42]([S:44](Cl)(=[O:46])=[O:45])[N:41]=[CH:40]1, predict the reaction product. The product is: [CH2:2]([CH:9]1[C:15]2[CH:16]=[C:17]([O:20][CH2:21][CH2:22][NH:23][S:44]([C:42]3[N:41]=[CH:40][N:39]([CH3:38])[CH:43]=3)(=[O:46])=[O:45])[CH:18]=[CH:19][C:14]=2[CH2:13][CH2:12][CH2:11][N:10]1[C:24]([O:26][CH2:27][CH3:28])=[O:25])[C:3]1[CH:8]=[CH:7][CH:6]=[CH:5][CH:4]=1.